From a dataset of Reaction yield outcomes from USPTO patents with 853,638 reactions. Predict the reaction yield, written as a fraction of the theoretical maximum amount of product (1.0 means a 100% yield; for example, 0.34 means a 34% yield). The reactants are Br[C:2]1[CH:7]=[CH:6][C:5]([O:8][CH3:9])=[CH:4][C:3]=1[Cl:10].[Li]C(C)(C)C.[CH3:16][CH:17]1[CH2:22][CH2:21][O:20][C:18]1=[O:19]. The catalyst is C1COCC1. The product is [OH:20][CH2:21][CH2:22][CH:17]([CH3:16])[C:18]([C:2]1[CH:7]=[CH:6][C:5]([O:8][CH3:9])=[CH:4][C:3]=1[Cl:10])=[O:19]. The yield is 0.790.